This data is from Catalyst prediction with 721,799 reactions and 888 catalyst types from USPTO. The task is: Predict which catalyst facilitates the given reaction. (1) Reactant: O=[C:2]([N:21]1[CH2:25][CH2:24][C@H:23]([O:26][CH2:27][CH2:28][O:29][CH2:30][CH2:31][O:32][CH2:33][CH2:34][O:35][C:36]([F:39])([F:38])[F:37])[CH2:22]1)[C@@H:3]([NH:10][C:11](=O)OCC1C=CC=CC=1)[C:4]1[CH:9]=[CH:8][CH:7]=[CH:6][CH:5]=1.[H-].[Al+3].[Li+].[H-].[H-].[H-].C(=O)([O-])[O-].[Na+].[Na+]. Product: [CH3:11][NH:10][C@@H:3]([C:4]1[CH:5]=[CH:6][CH:7]=[CH:8][CH:9]=1)[CH2:2][N:21]1[CH2:25][CH2:24][C@H:23]([O:26][CH2:27][CH2:28][O:29][CH2:30][CH2:31][O:32][CH2:33][CH2:34][O:35][C:36]([F:38])([F:39])[F:37])[CH2:22]1. The catalyst class is: 7. (2) Reactant: C(OOC(=O)C1C=CC=CC=1)(=O)C1C=CC=CC=1.[CH2:19]([O:21][C:22](=[O:31])[CH2:23][C:24]1[CH:29]=[C:28]([CH3:30])[CH:27]=[CH:26][N:25]=1)[CH3:20].C1C(=O)N([Br:39])C(=O)C1.C1CCCCC1. Product: [Br:39][CH:23]([C:24]1[CH:29]=[C:28]([CH3:30])[CH:27]=[CH:26][N:25]=1)[C:22]([O:21][CH2:19][CH3:20])=[O:31]. The catalyst class is: 53.